From a dataset of NCI-60 drug combinations with 297,098 pairs across 59 cell lines. Regression. Given two drug SMILES strings and cell line genomic features, predict the synergy score measuring deviation from expected non-interaction effect. (1) Drug 1: C1=C(C(=O)NC(=O)N1)F. Drug 2: CNC(=O)C1=NC=CC(=C1)OC2=CC=C(C=C2)NC(=O)NC3=CC(=C(C=C3)Cl)C(F)(F)F. Cell line: A549. Synergy scores: CSS=58.6, Synergy_ZIP=2.56, Synergy_Bliss=1.21, Synergy_Loewe=3.55, Synergy_HSA=5.65. (2) Drug 1: CS(=O)(=O)C1=CC(=C(C=C1)C(=O)NC2=CC(=C(C=C2)Cl)C3=CC=CC=N3)Cl. Synergy scores: CSS=14.5, Synergy_ZIP=-1.67, Synergy_Bliss=2.01, Synergy_Loewe=1.29, Synergy_HSA=2.90. Cell line: RXF 393. Drug 2: CC1=CC=C(C=C1)C2=CC(=NN2C3=CC=C(C=C3)S(=O)(=O)N)C(F)(F)F. (3) Drug 1: CCC1(CC2CC(C3=C(CCN(C2)C1)C4=CC=CC=C4N3)(C5=C(C=C6C(=C5)C78CCN9C7C(C=CC9)(C(C(C8N6C=O)(C(=O)OC)O)OC(=O)C)CC)OC)C(=O)OC)O.OS(=O)(=O)O. Drug 2: CN(CCCl)CCCl.Cl. Cell line: SNB-75. Synergy scores: CSS=7.88, Synergy_ZIP=-2.66, Synergy_Bliss=0.627, Synergy_Loewe=1.19, Synergy_HSA=1.33. (4) Drug 1: CN(C)C1=NC(=NC(=N1)N(C)C)N(C)C. Drug 2: C1=NNC2=C1C(=O)NC=N2. Cell line: U251. Synergy scores: CSS=2.10, Synergy_ZIP=-0.570, Synergy_Bliss=-1.45, Synergy_Loewe=-5.07, Synergy_HSA=-3.89.